From a dataset of Reaction yield outcomes from USPTO patents with 853,638 reactions. Predict the reaction yield, written as a fraction of the theoretical maximum amount of product (1.0 means a 100% yield; for example, 0.34 means a 34% yield). The reactants are [Br:1][C:2]1[CH:14]=[CH:13][C:12]([C:15](=[O:17])[NH2:16])=[C:11]2[C:3]=1[C:4]1[CH:5]=[CH:6][C:7]([C:18]([O:20][CH2:21][CH3:22])=[O:19])=[CH:8][C:9]=1[NH:10]2.C(Cl)(Cl)(Cl)[Cl:24].C1C(=O)N(Cl)C(=O)C1. The catalyst is CN1C(=O)CCC1. The product is [Br:1][C:2]1[C:14]([Cl:24])=[CH:13][C:12]([C:15](=[O:17])[NH2:16])=[C:11]2[C:3]=1[C:4]1[CH:5]=[CH:6][C:7]([C:18]([O:20][CH2:21][CH3:22])=[O:19])=[CH:8][C:9]=1[NH:10]2. The yield is 0.670.